From a dataset of Full USPTO retrosynthesis dataset with 1.9M reactions from patents (1976-2016). Predict the reactants needed to synthesize the given product. (1) Given the product [Br:8][C:5]1[CH:6]=[CH:7][C:2]([N:15]2[CH2:16][CH2:17][N:12]([C:9](=[O:11])[CH3:10])[CH2:13][CH2:14]2)=[N:3][CH:4]=1, predict the reactants needed to synthesize it. The reactants are: Br[C:2]1[CH:7]=[CH:6][C:5]([Br:8])=[CH:4][N:3]=1.[C:9]([N:12]1[CH2:17][CH2:16][NH:15][CH2:14][CH2:13]1)(=[O:11])[CH3:10]. (2) The reactants are: [N:1]1([NH:10][C:11]([C:13]2[C:14]([CH3:25])=[N:15][C:16]([C:19]3[CH:24]=[CH:23][CH:22]=[CH:21][N:20]=3)=[N:17][CH:18]=2)=[O:12])[C:9]2[C:4](=[CH:5][CH:6]=[CH:7][CH:8]=2)[CH2:3][CH2:2]1. Given the product [N:1]1([NH:10][C:11]([C:13]2[C:14]([CH3:25])=[N:15][C:16]([C:19]3[CH:24]=[CH:23][CH:22]=[CH:21][N:20]=3)=[N:17][CH:18]=2)=[O:12])[C:9]2[C:4](=[CH:5][CH:6]=[CH:7][CH:8]=2)[CH:3]=[CH:2]1, predict the reactants needed to synthesize it. (3) Given the product [C:19]1([CH2:18][CH2:17][N:14]2[CH2:13][CH2:12][C:11]3([CH2:10][C:9](=[O:29])[C:8]4[C:26](=[CH:27][CH:28]=[C:6](/[CH:5]=[CH:4]/[C:3]([OH:30])=[O:2])[CH:7]=4)[O:25]3)[CH2:16][CH2:15]2)[CH:24]=[CH:23][CH:22]=[CH:21][CH:20]=1, predict the reactants needed to synthesize it. The reactants are: C[O:2][C:3](=[O:30])/[CH:4]=[CH:5]/[C:6]1[CH:7]=[C:8]2[C:26](=[CH:27][CH:28]=1)[O:25][C:11]1([CH2:16][CH2:15][N:14]([CH2:17][CH2:18][C:19]3[CH:24]=[CH:23][CH:22]=[CH:21][CH:20]=3)[CH2:13][CH2:12]1)[CH2:10][C:9]2=[O:29].Cl. (4) Given the product [CH3:20][C:13]1[N:25]=[C:6]([C:7]([F:8])([F:9])[F:10])[CH:5]=[CH:4][C:14]=1[C:15]([O:17][CH2:18][CH3:19])=[O:16], predict the reactants needed to synthesize it. The reactants are: C(O/[CH:4]=[CH:5]/[C:6](=O)[C:7]([F:10])([F:9])[F:8])C.O=[C:13]([CH3:20])[CH2:14][C:15]([O:17][CH2:18][CH3:19])=[O:16].C([O-])(=O)C.[NH4+:25].C(O)(=O)C.